This data is from Forward reaction prediction with 1.9M reactions from USPTO patents (1976-2016). The task is: Predict the product of the given reaction. The product is: [CH3:24][C:23]1([CH3:25])[C:19]([CH3:18])([CH3:33])[O:20][B:21]([C:26]2[CH:31]=[CH:30][C:29]([O:5][C@@H:6]3[CH2:10][CH2:9][N:8]([C:11]([O:13][C:14]([CH3:17])([CH3:16])[CH3:15])=[O:12])[CH2:7]3)=[CH:28][CH:27]=2)[O:22]1. Given the reactants CS([O:5][C@H:6]1[CH2:10][CH2:9][N:8]([C:11]([O:13][C:14]([CH3:17])([CH3:16])[CH3:15])=[O:12])[CH2:7]1)(=O)=O.[CH3:18][C:19]1([CH3:33])[C:23]([CH3:25])([CH3:24])[O:22][B:21]([C:26]2[CH:31]=[CH:30][C:29](O)=[CH:28][CH:27]=2)[O:20]1.C([O-])([O-])=O.[K+].[K+], predict the reaction product.